From a dataset of Forward reaction prediction with 1.9M reactions from USPTO patents (1976-2016). Predict the product of the given reaction. (1) Given the reactants [N:1]1[CH:6]=[CH:5][C:4]([CH2:7][N:8]2[C:16]3[C:11](=[CH:12][C:13]([OH:17])=[CH:14][CH:15]=3)[C:10]([CH3:19])([CH3:18])[CH2:9]2)=[CH:3][CH:2]=1.[CH:20]1([CH2:26][N:27]=[C:28]=[O:29])[CH2:25][CH2:24][CH2:23][CH2:22][CH2:21]1, predict the reaction product. The product is: [CH:20]1([CH2:26][NH:27][C:28](=[O:29])[O:17][C:13]2[CH:12]=[C:11]3[C:16](=[CH:15][CH:14]=2)[N:8]([CH2:7][C:4]2[CH:5]=[CH:6][N:1]=[CH:2][CH:3]=2)[CH2:9][C:10]3([CH3:19])[CH3:18])[CH2:25][CH2:24][CH2:23][CH2:22][CH2:21]1. (2) Given the reactants [Cl:1][C:2]1[C:7](F)=[CH:6][CH:5]=[CH:4][N:3]=1.[NH:9]1[CH:13]=[CH:12][CH:11]=[N:10]1.C([O-])([O-])=O.[K+].[K+].O, predict the reaction product. The product is: [Cl:1][C:2]1[C:7]([N:9]2[CH:13]=[CH:12][CH:11]=[N:10]2)=[CH:6][CH:5]=[CH:4][N:3]=1. (3) Given the reactants [NH:1]1[CH2:6][CH2:5][NH:4][CH2:3][CH2:2]1.[Br:7][C:8]1[CH:17]=[C:16](F)[CH:15]=[CH:14][C:9]=1[C:10]([O:12][CH3:13])=[O:11], predict the reaction product. The product is: [Br:7][C:8]1[CH:17]=[C:16]([N:1]2[CH2:6][CH2:5][NH:4][CH2:3][CH2:2]2)[CH:15]=[CH:14][C:9]=1[C:10]([O:12][CH3:13])=[O:11]. (4) Given the reactants CC1C=CC(S(O[CH2:12][CH2:13][C@H:14]2[CH2:16][C@@H:15]2[CH:17]2[CH2:22][CH2:21][N:20]([C:23]3[N:28]=[CH:27][C:26]([Cl:29])=[CH:25][N:24]=3)[CH2:19][CH2:18]2)(=O)=O)=CC=1.[N-:30]=[N+:31]=[N-:32].[Na+], predict the reaction product. The product is: [N:30]([CH2:12][CH2:13][CH:14]1[CH2:16][CH:15]1[CH:17]1[CH2:22][CH2:21][N:20]([C:23]2[N:28]=[CH:27][C:26]([Cl:29])=[CH:25][N:24]=2)[CH2:19][CH2:18]1)=[N+:31]=[N-:32]. (5) Given the reactants [C:1]([O:5][CH2:6][CH3:7])(=[O:4])[CH2:2][OH:3].C(N(CC)CC)C.[CH3:15][C:16]([Si:19](Cl)([C:26]1[CH:31]=[CH:30][CH:29]=[CH:28][CH:27]=1)[C:20]1[CH:25]=[CH:24][CH:23]=[CH:22][CH:21]=1)([CH3:18])[CH3:17], predict the reaction product. The product is: [Si:19]([O:3][CH2:2][C:1]([O:5][CH2:6][CH3:7])=[O:4])([C:16]([CH3:18])([CH3:17])[CH3:15])([C:26]1[CH:27]=[CH:28][CH:29]=[CH:30][CH:31]=1)[C:20]1[CH:25]=[CH:24][CH:23]=[CH:22][CH:21]=1. (6) Given the reactants [S:1]1[C:5]2[CH:6]=[CH:7][C:8]([CH:10]=[O:11])=[CH:9][C:4]=2[CH2:3][CH2:2]1.S1C2C(C=O)=CC=CC=2CC1.[BH4-].[Na+].Cl, predict the reaction product. The product is: [S:1]1[C:5]2[CH:6]=[CH:7][C:8]([CH2:10][OH:11])=[CH:9][C:4]=2[CH2:3][CH2:2]1. (7) The product is: [CH2:12]([N:14]([CH2:10][CH2:9][NH:8][C:6]([O:5][C:1]([CH3:2])([CH3:3])[CH3:4])=[O:7])[CH2:10][CH2:9][NH:8][C:6]([O:5][C:1]([CH3:4])([CH3:3])[CH3:2])=[O:7])[CH3:13]. Given the reactants [C:1]([O:5][C:6]([NH:8][CH2:9][CH:10]=O)=[O:7])([CH3:4])([CH3:3])[CH3:2].[CH2:12]([NH2:14])[CH3:13], predict the reaction product. (8) Given the reactants [CH3:1][C:2]1[N:3]=[N:4][N:5]([CH3:24])[C:6]=1[C:7]1[CH:19]=[N:18][C:17]2[C:16]3[CH:15]=[CH:14][C:13]([C:20]([O:22][CH3:23])=[O:21])=[CH:12][C:11]=3[NH:10][C:9]=2[CH:8]=1.[O:25]1[CH2:30][CH2:29][CH:28]([CH2:31]O)[CH2:27][CH2:26]1.[C:33]1(P([C:33]2[CH:38]=[CH:37][CH:36]=[CH:35][CH:34]=2)[C:33]2[CH:38]=[CH:37][CH:36]=[CH:35][CH:34]=2)[CH:38]=[CH:37][CH:36]=[CH:35][CH:34]=1.C[CH:53]([O:55]C(/N=N/C(OC(C)C)=O)=O)C, predict the reaction product. The product is: [CH3:1][C:2]1[N:3]=[N:4][N:5]([CH3:24])[C:6]=1[C:7]1[CH:19]=[N:18][C:17]2[C:16]3[CH:15]=[CH:14][C:13]([C:20]([O:22][CH3:23])=[O:21])=[CH:12][C:11]=3[N:10]([CH:31]([C:36]3[CH:37]=[CH:38][C:33]([O:55][CH3:53])=[CH:34][CH:35]=3)[CH:28]3[CH2:27][CH2:26][O:25][CH2:30][CH2:29]3)[C:9]=2[CH:8]=1. (9) Given the reactants [Br:1][C:2]1[CH:3]=[C:4]([CH:8]2[C:16](=[O:17])[C:15]3[C:10](=[CH:11][CH:12]=[CH:13][CH:14]=3)[C:9]2=O)[CH:5]=[CH:6][CH:7]=1.O.[NH2:20][NH2:21], predict the reaction product. The product is: [Br:1][C:2]1[CH:3]=[C:4]([CH:5]=[CH:6][CH:7]=1)[CH2:8][C:9]1[C:10]2[C:15](=[CH:14][CH:13]=[CH:12][CH:11]=2)[C:16](=[O:17])[NH:21][N:20]=1. (10) Given the reactants [Cl:1][C:2]1[CH:3]=[C:4]2[C:8](=[CH:9][CH:10]=1)[NH:7][C:6]([C:11]([OH:13])=O)=[CH:5]2.[NH2:14][C@@H:15]1[CH2:23][C:22]2[C:17](=[CH:18][CH:19]=[CH:20][CH:21]=2)[C@@H:16]1[CH2:24][NH:25][C:26](=[O:32])[O:27][C:28]([CH3:31])([CH3:30])[CH3:29].CCN(C(C)C)C(C)C.C1C=CC2N(O)N=NC=2C=1.CCN=C=NCCCN(C)C, predict the reaction product. The product is: [Cl:1][C:2]1[CH:3]=[C:4]2[C:8](=[CH:9][CH:10]=1)[NH:7][C:6]([C:11]([NH:14][C@@H:15]1[CH2:23][C:22]3[C:17](=[CH:18][CH:19]=[CH:20][CH:21]=3)[C@@H:16]1[CH2:24][NH:25][C:26](=[O:32])[O:27][C:28]([CH3:30])([CH3:29])[CH3:31])=[O:13])=[CH:5]2.